From a dataset of Full USPTO retrosynthesis dataset with 1.9M reactions from patents (1976-2016). Predict the reactants needed to synthesize the given product. (1) Given the product [NH2:20][CH:4]1[CH2:5][C:6]2[C:7](=[CH:8][C:9]([Cl:12])=[CH:10][CH:11]=2)[NH:13][C:14]1=[O:19], predict the reactants needed to synthesize it. The reactants are: COC(=O)[CH:4]([NH:20]C(OC(C)(C)C)=O)[CH2:5][C:6]1[CH:11]=[CH:10][C:9]([Cl:12])=[CH:8][C:7]=1[NH:13][C:14](=[O:19])C(C)(C)C.Cl. (2) Given the product [CH3:19][O:11][C:10](=[O:12])[C:9]1[CH:13]=[CH:14][C:15]([N+:16]([O-:18])=[O:17])=[C:7]([F:6])[CH:8]=1, predict the reactants needed to synthesize it. The reactants are: OS(O)(=O)=O.[F:6][C:7]1[CH:8]=[C:9]([CH:13]=[CH:14][C:15]=1[N+:16]([O-:18])=[O:17])[C:10]([OH:12])=[O:11].[CH3:19]O. (3) Given the product [CH:1]1([NH:6][C:7]2[N:12]3[N:13]=[C:14]([C:28]4[CH:29]=[C:30]([CH:33]=[CH:34][CH:35]=4)[C:31]([NH2:32])=[O:36])[C:15]([C:16]4[CH:21]=[CH:20][N:19]=[C:18]([NH:22][CH:23]5[CH2:24][CH2:25][CH2:26][CH2:27]5)[N:17]=4)=[C:11]3[CH:10]=[CH:9][CH:8]=2)[CH2:2][CH2:3][CH2:4][CH2:5]1, predict the reactants needed to synthesize it. The reactants are: [CH:1]1([NH:6][C:7]2[N:12]3[N:13]=[C:14]([C:28]4[CH:29]=[C:30]([CH:33]=[CH:34][CH:35]=4)[C:31]#[N:32])[C:15]([C:16]4[CH:21]=[CH:20][N:19]=[C:18]([NH:22][CH:23]5[CH2:27][CH2:26][CH2:25][CH2:24]5)[N:17]=4)=[C:11]3[CH:10]=[CH:9][CH:8]=2)[CH2:5][CH2:4][CH2:3][CH2:2]1.[OH-:36].[NH4+].OO.O. (4) The reactants are: C[O:2][C:3]1[C:4]([CH3:37])=[C:5]([C:28]([O:35]C)=[C:29]([O:33][CH3:34])[C:30]=1[O:31][CH3:32])[CH2:6][C:7]1[CH:8]=[CH:9][C:10]([O:21][C:22]2[CH:27]=[CH:26][N:25]=[CH:24][CH:23]=2)=[C:11]([CH:20]=1)[C:12]([N:14]1[CH2:19][CH2:18][O:17][CH2:16][CH2:15]1)=[O:13].O=[N+]([O-])[O-].[O-][N+](=O)[O-].[O-][N+](=O)[O-].[O-][N+](=O)[O-].[O-][N+](=O)[O-].[O-][N+](=O)[O-].[Ce+4].[NH4+].[NH4+]. Given the product [CH3:32][O:31][C:30]1[C:3](=[O:2])[C:4]([CH3:37])=[C:5]([CH2:6][C:7]2[CH:8]=[CH:9][C:10]([O:21][C:22]3[CH:23]=[CH:24][N:25]=[CH:26][CH:27]=3)=[C:11]([CH:20]=2)[C:12]([N:14]2[CH2:15][CH2:16][O:17][CH2:18][CH2:19]2)=[O:13])[C:28](=[O:35])[C:29]=1[O:33][CH3:34], predict the reactants needed to synthesize it. (5) Given the product [N:29]1[C:38]2[C:33](=[CH:34][CH:35]=[N:36][C:37]=2[NH:39][C:12]([CH:9]2[CH2:8][CH2:7][N:6]([C:4]3[C:3]4[CH:15]=[CH:16][CH:17]=[CH:18][C:2]=4[S:1][CH:5]=3)[CH2:11][CH2:10]2)=[O:14])[CH:32]=[CH:31][CH:30]=1, predict the reactants needed to synthesize it. The reactants are: [S:1]1[CH:5]=[C:4]([N:6]2[CH2:11][CH2:10][CH:9]([C:12]([OH:14])=O)[CH2:8][CH2:7]2)[C:3]2[CH:15]=[CH:16][CH:17]=[CH:18][C:2]1=2.BrC1C2C=CC=CC=2SC=1.[N:29]1[C:38]2[C:33](=[CH:34][CH:35]=[N:36][C:37]=2[NH2:39])[CH:32]=[CH:31][CH:30]=1. (6) Given the product [Br:1][C:2]1[CH:3]=[C:4]2[C:9](=[CH:10][CH:11]=1)[N:8]=[C:7]([OH:12])[CH:6]=[C:5]2[C:13]([NH:16][C:17]1[CH:18]=[N:19][CH:20]=[CH:21][CH:22]=1)=[O:15], predict the reactants needed to synthesize it. The reactants are: [Br:1][C:2]1[CH:3]=[C:4]2[C:9](=[CH:10][CH:11]=1)[N:8]=[C:7]([OH:12])[CH:6]=[C:5]2[C:13]([OH:15])=O.[NH2:16][C:17]1[CH:18]=[N:19][CH:20]=[CH:21][CH:22]=1.C(P1(=O)OP(CCC)(=O)OP(CCC)(=O)O1)CC.CCN(C(C)C)C(C)C.